From a dataset of Full USPTO retrosynthesis dataset with 1.9M reactions from patents (1976-2016). Predict the reactants needed to synthesize the given product. (1) Given the product [OH:33][C@@H:7]([C:1]1[CH:6]=[CH:5][CH:4]=[CH:3][CH:2]=1)[C:8]([N:9]([C:22]1[CH:23]=[N:24][C:25]2[C:30]([CH:31]=1)=[CH:29][CH:28]=[CH:27][CH:26]=2)[CH2:10][CH2:11][C:12]1[CH:17]=[CH:16][C:15]([C:18]([F:19])([F:20])[F:21])=[CH:14][CH:13]=1)=[O:32], predict the reactants needed to synthesize it. The reactants are: [C:1]1([C@H:7]([O:33]C(=O)C)[C:8](=[O:32])[N:9]([C:22]2[CH:23]=[N:24][C:25]3[C:30]([CH:31]=2)=[CH:29][CH:28]=[CH:27][CH:26]=3)[CH2:10][CH2:11][C:12]2[CH:17]=[CH:16][C:15]([C:18]([F:21])([F:20])[F:19])=[CH:14][CH:13]=2)[CH:6]=[CH:5][CH:4]=[CH:3][CH:2]=1.O.[OH-].[Li+]. (2) Given the product [CH2:23]([NH:28][C:20]([C:11]1[CH:12]=[C:13]([C:14]2[CH:19]=[CH:18][CH:17]=[CH:16][N:15]=2)[N:9]([C:6]2[N:7]=[N:8][C:3]([O:2][CH3:1])=[CH:4][CH:5]=2)[N:10]=1)=[O:22])[C:24]([CH3:27])([CH3:26])[CH3:25], predict the reactants needed to synthesize it. The reactants are: [CH3:1][O:2][C:3]1[N:8]=[N:7][C:6]([N:9]2[C:13]([C:14]3[CH:19]=[CH:18][CH:17]=[CH:16][N:15]=3)=[CH:12][C:11]([C:20]([OH:22])=O)=[N:10]2)=[CH:5][CH:4]=1.[CH2:23]([NH2:28])[C:24]([CH3:27])([CH3:26])[CH3:25]. (3) Given the product [Cl:34][C:23]1[CH:24]=[CH:25][C:26]([N:28]2[CH2:33][CH2:32][O:31][CH2:30][CH2:29]2)=[N:27][C:22]=1[F:21], predict the reactants needed to synthesize it. The reactants are: C(=O)([O-])[O-].[Cs+].[Cs+].FC1C=CC=C(F)N=1.N1CCOCC1.[F:21][C:22]1[N:27]=[C:26]([N:28]2[CH2:33][CH2:32][O:31][CH2:30][CH2:29]2)[CH:25]=[CH:24][CH:23]=1.[Cl:34]C1CC(=O)NC1=O.